This data is from Full USPTO retrosynthesis dataset with 1.9M reactions from patents (1976-2016). The task is: Predict the reactants needed to synthesize the given product. (1) Given the product [Cl-:36].[CH3:31][C:27]([CH3:30])([CH2:28][CH3:29])[C:26]([O:25][C:13]1[CH:12]=[C:11]([CH2:10][C@H:9]([NH3+:8])[C:33](=[O:35])[NH2:34])[CH:16]=[CH:15][C:14]=1[O:17][C:18](=[O:24])[C:19]([CH3:22])([CH3:23])[CH2:20][CH3:21])=[O:32], predict the reactants needed to synthesize it. The reactants are: C(OC([NH:8][C@H:9]([C:33](=[O:35])[NH2:34])[CH2:10][C:11]1[CH:16]=[CH:15][C:14]([O:17][C:18](=[O:24])[C:19]([CH3:23])([CH3:22])[CH2:20][CH3:21])=[C:13]([O:25][C:26](=[O:32])[C:27]([CH3:31])([CH3:30])[CH2:28][CH3:29])[CH:12]=1)=O)(C)(C)C.[ClH:36]. (2) Given the product [F:26][C:27]1[C:28]2[N:29]([CH:34]=[C:35]([CH3:37])[N:36]=2)[CH:30]=[C:31]([NH:33][C:18]([C:17]2[CH:21]=[CH:22][C:14]([N:11]3[CH2:12][CH2:13][N:8]([C:6]([O:5][C:1]([CH3:3])([CH3:2])[CH3:4])=[O:7])[CH2:9][CH2:10]3)=[N:15][C:16]=2[O:23][CH3:24])=[O:20])[CH:32]=1, predict the reactants needed to synthesize it. The reactants are: [C:1]([O:5][C:6]([N:8]1[CH2:13][CH2:12][N:11]([C:14]2[CH:22]=[CH:21][C:17]([C:18]([OH:20])=O)=[C:16]([O:23][CH3:24])[N:15]=2)[CH2:10][CH2:9]1)=[O:7])([CH3:4])([CH3:3])[CH3:2].Cl.[F:26][C:27]1[C:28]2[N:29]([CH:34]=[C:35]([CH3:37])[N:36]=2)[CH:30]=[C:31]([NH2:33])[CH:32]=1.F[B-](F)(F)F.N1(OC(N(C)C)=[N+](C)C)C2C=CC=CC=2N=N1.C(N(CC)CC)C. (3) Given the product [CH3:1][CH:2]1[C:11]2[C:6](=[C:7]([O:12][CH3:13])[CH:8]=[CH:9][CH:10]=2)[CH2:5][CH2:4][NH:3]1, predict the reactants needed to synthesize it. The reactants are: [CH3:1][C:2]1[C:11]2[C:6](=[C:7]([O:12][CH3:13])[CH:8]=[CH:9][CH:10]=2)[CH2:5][CH2:4][N:3]=1.C(O[BH-](OC(=O)C)OC(=O)C)(=O)C.[Na+]. (4) Given the product [CH3:1][C:2]1[CH:3]=[C:4]([CH:7]=[C:8]([CH3:11])[C:9]=1[O:10][S:19]([C:22]([F:25])([F:24])[F:23])(=[O:21])=[O:20])[CH:5]=[O:6], predict the reactants needed to synthesize it. The reactants are: [CH3:1][C:2]1[CH:3]=[C:4]([CH:7]=[C:8]([CH3:11])[C:9]=1[OH:10])[CH2:5][OH:6].C1C=CC(N([S:19]([C:22]([F:25])([F:24])[F:23])(=[O:21])=[O:20])[S:19]([C:22]([F:25])([F:24])[F:23])(=[O:21])=[O:20])=CC=1. (5) Given the product [CH3:3][N:2]([CH2:4][CH:5]1[CH2:14][CH2:13][C:12]2[C:7](=[CH:8][CH:9]=[CH:10][CH:11]=2)[C:6]1([CH2:22][C:21]1[CH:24]=[CH:25][CH:26]=[C:19]([O:18][CH3:17])[CH:20]=1)[OH:15])[CH3:1], predict the reactants needed to synthesize it. The reactants are: [CH3:1][N:2]([CH2:4][CH:5]1[CH2:14][CH2:13][C:12]2[C:7](=[CH:8][CH:9]=[CH:10][CH:11]=2)[C:6]1=[O:15])[CH3:3].[Mg].[CH3:17][O:18][C:19]1[CH:20]=[C:21]([CH:24]=[CH:25][CH:26]=1)[CH2:22]Cl.[Cl-].[NH4+]. (6) Given the product [NH2:18][C:5]1[C:6]([CH3:17])=[C:7]([C:2]([Cl:1])=[CH:3][CH:4]=1)[C:8]([NH:10][C:11]1[CH:16]=[CH:15][CH:14]=[CH:13][CH:12]=1)=[O:9], predict the reactants needed to synthesize it. The reactants are: [Cl:1][C:2]1[C:7]([C:8]([NH:10][C:11]2[CH:16]=[CH:15][CH:14]=[CH:13][CH:12]=2)=[O:9])=[C:6]([CH3:17])[C:5]([N+:18]([O-])=O)=[CH:4][CH:3]=1.ClC1C([N+]([O-])=O)=CC=C(C)C=1C(NC1C=CC=CC=1)=O.O.O.Cl[Sn]Cl. (7) Given the product [F:8][C:6]1[CH:5]=[CH:4][C:3]([C:9]2[N:14]=[CH:13][N:12]=[C:11]([NH:15][C:16]3[CH:21]=[CH:20][CH:19]=[C:18]([CH2:22][S:23]([CH3:26])(=[O:25])=[O:24])[CH:17]=3)[N:10]=2)=[C:2]([O:35][CH:28]([C:29]2[CH:34]=[CH:33][CH:32]=[CH:31][CH:30]=2)[CH3:27])[CH:7]=1, predict the reactants needed to synthesize it. The reactants are: F[C:2]1[CH:7]=[C:6]([F:8])[CH:5]=[CH:4][C:3]=1[C:9]1[N:14]=[CH:13][N:12]=[C:11]([NH:15][C:16]2[CH:21]=[CH:20][CH:19]=[C:18]([CH2:22][S:23]([CH3:26])(=[O:25])=[O:24])[CH:17]=2)[N:10]=1.[CH3:27][CH:28]([OH:35])[C:29]1[CH:34]=[CH:33][CH:32]=[CH:31][CH:30]=1. (8) Given the product [CH2:1]([N:8]1[C:20]2[CH:19]=[C:18]3[C:13]([CH:14]=[CH:15][N:16]=[C:17]3[C:31]3[CH2:32][CH2:33][N:34]([C:37]([O:39][C:40]([CH3:43])([CH3:42])[CH3:41])=[O:38])[CH2:35][CH:36]=3)=[CH:12][C:11]=2[CH2:10][CH2:9]1)[C:2]1[CH:7]=[CH:6][CH:5]=[CH:4][CH:3]=1, predict the reactants needed to synthesize it. The reactants are: [CH2:1]([N:8]1[C:20]2[CH:19]=[C:18]3[C:13]([CH:14]=[CH:15][N:16]=[C:17]3OS(C(F)(F)F)(=O)=O)=[CH:12][C:11]=2[CH2:10][CH2:9]1)[C:2]1[CH:7]=[CH:6][CH:5]=[CH:4][CH:3]=1.C[Sn](C)(C)[C:31]1[CH2:32][CH2:33][N:34]([C:37]([O:39][C:40]([CH3:43])([CH3:42])[CH3:41])=[O:38])[CH2:35][CH:36]=1. (9) Given the product [CH3:7][C:4]1[S:5][CH:6]=[C:2]([Sn:17]([CH2:18][CH2:19][CH2:20][CH3:21])([CH2:22][CH2:23][CH2:24][CH3:25])[CH2:13][CH2:14][CH2:15][CH3:16])[N:3]=1, predict the reactants needed to synthesize it. The reactants are: Br[C:2]1[N:3]=[C:4]([CH3:7])[S:5][CH:6]=1.C([Li])CCC.[CH2:13]([Sn:17](Cl)([CH2:22][CH2:23][CH2:24][CH3:25])[CH2:18][CH2:19][CH2:20][CH3:21])[CH2:14][CH2:15][CH3:16].O. (10) Given the product [CH3:12][S:13]([O:16][CH2:17][C:18]1[CH:23]=[CH:22][N:21]=[C:20]([S:24]([CH3:25])=[O:6])[N:19]=1)(=[O:14])=[O:15], predict the reactants needed to synthesize it. The reactants are: ClC1C=C(C=CC=1)C(OO)=[O:6].[CH3:12][S:13]([O:16][CH2:17][C:18]1[CH:23]=[CH:22][N:21]=[C:20]([S:24][CH3:25])[N:19]=1)(=[O:15])=[O:14].